Predict the reactants needed to synthesize the given product. From a dataset of Full USPTO retrosynthesis dataset with 1.9M reactions from patents (1976-2016). (1) Given the product [Cl:1][C:2]1[CH:3]=[C:4]2[C:5](=[CH:6][C:7]=1[O:8][CH3:9])[C:12](=[O:14])[CH2:11][CH2:10]2, predict the reactants needed to synthesize it. The reactants are: [Cl:1][C:2]1[CH:3]=[C:4]([CH2:10][CH2:11][C:12]([OH:14])=O)[CH:5]=[CH:6][C:7]=1[O:8][CH3:9]. (2) Given the product [C:13]([C:12]1[CH:11]=[C:10]([N:1]2[CH2:8][CH2:7][CH2:6][C@H:2]2[C:3]([OH:5])=[O:4])[CH:17]=[CH:16][CH:15]=1)#[N:14], predict the reactants needed to synthesize it. The reactants are: [NH:1]1[CH2:8][CH2:7][CH2:6][C@H:2]1[C:3]([OH:5])=[O:4].I[C:10]1[CH:11]=[C:12]([CH:15]=[CH:16][CH:17]=1)[C:13]#[N:14].C(=O)([O-])[O-].[K+].[K+].CN1CCCC1=O. (3) Given the product [CH2:20]([O:1][C:2]1[CH:3]=[C:4]([CH2:8][NH:9][C:10](=[O:18])[C:11]2[CH:16]=[CH:15][CH:14]=[N:13][C:12]=2[NH2:17])[CH:5]=[CH:6][CH:7]=1)[C:21]#[C:22][CH2:23][CH2:24][CH3:25], predict the reactants needed to synthesize it. The reactants are: [OH:1][C:2]1[CH:3]=[C:4]([CH2:8][NH:9][C:10](=[O:18])[C:11]2[CH:16]=[CH:15][CH:14]=[N:13][C:12]=2[NH2:17])[CH:5]=[CH:6][CH:7]=1.Br[CH2:20][C:21]#[C:22][CH2:23][CH3:24].[C:25](=O)([O-])[O-].[Cs+].[Cs+].CN(C=O)C. (4) Given the product [Cl:8][C:9]1[CH:14]=[CH:13][C:12]([C:15]2[C:21]3[CH:22]=[CH:23][CH:24]=[CH:25][C:20]=3[N:19]3[C:26]([CH3:29])=[N:27][N:28]=[C:18]3[C@H:17]([CH2:30][C:31]3[O:1][N:2]=[C:3]([CH:5]4[CH2:7][CH2:6]4)[N:4]=3)[CH:16]=2)=[CH:11][CH:10]=1, predict the reactants needed to synthesize it. The reactants are: [OH:1][N:2]=[C:3]([CH:5]1[CH2:7][CH2:6]1)[NH2:4].[Cl:8][C:9]1[CH:14]=[CH:13][C:12]([C:15]2[C:21]3[CH:22]=[CH:23][CH:24]=[CH:25][C:20]=3[N:19]3[C:26]([CH3:29])=[N:27][N:28]=[C:18]3[CH:17]([CH2:30][C:31](OC(C)(C)C)=O)[CH:16]=2)=[CH:11][CH:10]=1.C[O-].[Na+].O. (5) Given the product [C:27]([O:21][CH:19]([C:13]1[C:14]([N+:16]([O-:18])=[O:17])=[CH:15][C:10]([O:9][CH2:8][CH2:7][CH2:3][C:4]([OH:6])=[O:5])=[C:11]([O:22][CH3:23])[CH:12]=1)[CH3:20])(=[O:39])[CH2:28][CH2:29][CH2:30][CH2:31][CH2:32][CH2:33][CH2:34][CH2:35][CH2:36][CH2:37][CH3:38], predict the reactants needed to synthesize it. The reactants are: C([CH:3]([CH2:7][CH2:8][O:9][C:10]1[CH:15]=[C:14]([N+:16]([O-:18])=[O:17])[C:13]([CH:19]([OH:21])[CH3:20])=[CH:12][C:11]=1[O:22][CH3:23])[C:4]([OH:6])=[O:5])C.C(Cl)Cl.[C:27](Cl)(=[O:39])[CH2:28][CH2:29][CH2:30][CH2:31][CH2:32][CH2:33][CH2:34][CH2:35][CH2:36][CH2:37][CH3:38]. (6) Given the product [Cl:1][C:2]1[CH:7]=[CH:6][CH:5]=[CH:4][C:3]=1[N:8]1[C:12]([C:13]2[S:14][C:15]([C:18]3[CH:23]=[CH:22][CH:21]=[C:20]([S:24]([CH3:27])(=[O:25])=[O:26])[CH:19]=3)=[CH:16][CH:17]=2)=[CH:11][C:10]([C:28]([Cl:39])=[O:29])=[N:9]1, predict the reactants needed to synthesize it. The reactants are: [Cl:1][C:2]1[CH:7]=[CH:6][CH:5]=[CH:4][C:3]=1[N:8]1[C:12]([C:13]2[S:14][C:15]([C:18]3[CH:23]=[CH:22][CH:21]=[C:20]([S:24]([CH3:27])(=[O:26])=[O:25])[CH:19]=3)=[CH:16][CH:17]=2)=[CH:11][C:10]([C:28](O)=[O:29])=[N:9]1.CN(C=O)C.C(Cl)(=O)C([Cl:39])=O.O1CCOCC1. (7) The reactants are: [CH3:1][CH:2]([CH2:4][CH2:5][CH2:6][C@@H:7]([C@@H:9]1[C@:26]2([CH3:27])[C@H:12]([C:13]3[C@H:23]([CH2:24][CH2:25]2)[C@:21]2([CH3:22])[CH:16]([CH2:17][C:18](=[O:28])[CH2:19][CH2:20]2)[C:15](=[O:29])C=3)[CH2:11][CH2:10]1)[CH3:8])[CH3:3].[OH2:30].O.O.O.O.O.O.[Cl-].[Ce+3].[Cl-].[Cl-].[BH4-].[Na+].[Cl-].[NH4+]. Given the product [OH:28][C@@H:18]1[CH:19]=[CH:20][C@@:21]2([CH3:22])[C@@H:16]([C:15](=[O:30])[O:29][C:13]3[C@H:12]4[C@:26]([CH3:27])([CH2:25][CH2:24][C:23]=32)[C@@H:9]([C@H:7]([CH3:8])[CH2:6][CH2:5][CH2:4][CH:2]([CH3:1])[CH3:3])[CH2:10][CH2:11]4)[CH2:17]1, predict the reactants needed to synthesize it. (8) Given the product [Br:19][CH2:10][C:2]1[O:1][C:5]2[CH:6]=[CH:7][CH:8]=[CH:9][C:4]=2[CH:3]=1, predict the reactants needed to synthesize it. The reactants are: [O:1]1[C:5]2[CH:6]=[CH:7][CH:8]=[CH:9][C:4]=2[CH:3]=[C:2]1[CH2:10]O.N1C=CC=CC=1.P(Br)(Br)[Br:19]. (9) Given the product [Cl:2][CH2:3][CH2:4][NH:5][C:13](=[O:14])[C:15]([F:18])([F:17])[F:16], predict the reactants needed to synthesize it. The reactants are: Cl.[Cl:2][CH2:3][CH2:4][NH2:5].C(N(CC)CC)C.[C:13](O[C:13]([C:15]([F:18])([F:17])[F:16])=[O:14])([C:15]([F:18])([F:17])[F:16])=[O:14].